Task: Predict the reaction yield, written as a fraction of the theoretical maximum amount of product (1.0 means a 100% yield; for example, 0.34 means a 34% yield).. Dataset: Reaction yield outcomes from USPTO patents with 853,638 reactions (1) The reactants are [Br:1][C:2]1[CH:3]=[C:4]([C:13]([O:15][CH2:16][CH3:17])=[O:14])[C:5]2[C:10]([CH2:11][CH3:12])=[N:9][NH:8][C:6]=2[N:7]=1.C([O-])([O-])=O.[K+].[K+].Br[CH:25]([CH3:27])[CH3:26]. The catalyst is C(#N)C. The product is [Br:1][C:2]1[CH:3]=[C:4]([C:13]([O:15][CH2:16][CH3:17])=[O:14])[C:5]2[C:10]([CH2:11][CH3:12])=[N:9][N:8]([CH:25]([CH3:27])[CH3:26])[C:6]=2[N:7]=1. The yield is 0.877. (2) The reactants are [NH2:1][C:2]1[CH:7]=[CH:6][CH:5]=[CH:4][N:3]=1.C(N(CC)CC)C.[Cl-].ClC1N(C)CC[NH+]1C.[CH3:24][O:25][C:26]1[C:27](=[O:50])[C:28]([CH3:49])=[C:29]([CH2:35][C:36]2[CH:37]=[CH:38][C:39]([O:45][C:46](=[O:48])[CH3:47])=[C:40]([CH:44]=2)[C:41](O)=[O:42])[C:30](=[O:34])[C:31]=1[O:32][CH3:33]. The catalyst is C(Cl)Cl. The product is [N:3]1[CH:4]=[CH:5][CH:6]=[CH:7][C:2]=1[NH:1][C:41](=[O:42])[C:40]1[CH:44]=[C:36]([CH2:35][C:29]2[C:30](=[O:34])[C:31]([O:32][CH3:33])=[C:26]([O:25][CH3:24])[C:27](=[O:50])[C:28]=2[CH3:49])[CH:37]=[CH:38][C:39]=1[O:45][C:46](=[O:48])[CH3:47]. The yield is 0.310. (3) The reactants are CC([N:5]([C@@H:9]([CH2:22][C:23]1[CH:24]=[N:25][CH:26]=[CH:27][CH:28]=1)[CH2:10][N:11]1[C:19](=[O:20])[C:18]2[C:13](=[CH:14][CH:15]=[CH:16][CH:17]=2)[C:12]1=[O:21])C(=O)[O-])(C)C.Cl. The catalyst is C(Cl)Cl.O1CCOCC1. The product is [NH2:5][C@@H:9]([CH2:22][C:23]1[CH:24]=[N:25][CH:26]=[CH:27][CH:28]=1)[CH2:10][N:11]1[C:12](=[O:21])[C:13]2[C:18](=[CH:17][CH:16]=[CH:15][CH:14]=2)[C:19]1=[O:20]. The yield is 0.680. (4) The reactants are [NH4+:1].[Cl-].[Al](C)(C)C.CO[C:9]1[CH:16]=[CH:15][C:12]([C:13]#[N:14])=[CH:11][CH:10]=1. The catalyst is C1(C)C=CC=CC=1.C(Cl)(Cl)Cl. The product is [C:13](=[NH:1])([NH2:14])[C:12]1[CH:15]=[CH:16][CH:9]=[CH:10][CH:11]=1. The yield is 0.810. (5) The catalyst is O1CCCC1. The yield is 0.770. The reactants are [F:1][C:2]1[C:28]([F:29])=[CH:27][C:5]2[N:6]([C@@H:9]3[O:26][CH2:25][C@@H:20]([O:21][C:22](=[O:24])[CH3:23])[C@@H:15]([O:16][C:17](=[O:19])[CH3:18])[C@H:10]3[O:11][C:12](=[O:14])[CH3:13])[CH:7]=[N:8][C:4]=2[CH:3]=1.[Br:30]N1C(=O)CCC1=O. The product is [Br:30][C:7]1[N:6]([C@@H:9]2[O:26][CH2:25][C@@H:20]([O:21][C:22](=[O:24])[CH3:23])[C@@H:15]([O:16][C:17](=[O:19])[CH3:18])[C@H:10]2[O:11][C:12](=[O:14])[CH3:13])[C:5]2[CH:27]=[C:28]([F:29])[C:2]([F:1])=[CH:3][C:4]=2[N:8]=1. (6) The reactants are N1C2C(=CC=C3C=2N=CC=C3)C=CC=1.C([O-])([O-])=O.[Cs+].[Cs+].I[C:22]1[CH:27]=[CH:26][C:25]([O:28][CH3:29])=[CH:24][CH:23]=1.[CH3:30][CH:31]([OH:34])[CH:32]=[CH2:33]. The catalyst is [Cu]I.C1(C)C=CC=CC=1. The product is [CH3:30][CH:31]([O:34][C:22]1[CH:27]=[CH:26][C:25]([O:28][CH3:29])=[CH:24][CH:23]=1)[CH:32]=[CH2:33]. The yield is 0.540. (7) The yield is 0.650. The reactants are [N+:1]([C:4]1[CH:5]=[C:6]([CH:8]=[CH:9][CH:10]=1)[NH2:7])([O-:3])=[O:2].C(N(CC)CC)C.[Cl:18][CH2:19][C:20](Cl)=[O:21].O. The catalyst is O1CCOCC1. The product is [Cl:18][CH2:19][C:20]([NH:7][C:6]1[CH:8]=[CH:9][CH:10]=[C:4]([N+:1]([O-:3])=[O:2])[CH:5]=1)=[O:21]. (8) The reactants are [Br:1][C:2]1[CH:12]=[C:11]2[C:5]([CH:6]3[CH2:20][CH:8]([N:9]=[C:10]2[NH:13][CH2:14][CH:15](OC)OC)[CH2:7]3)=[CH:4][C:3]=1[F:21]. The catalyst is Cl. The product is [Br:1][C:2]1[CH:12]=[C:11]2[C:5](=[CH:4][C:3]=1[F:21])[CH:6]1[CH2:20][CH:8]([CH2:7]1)[N:9]1[C:10]2=[N:13][CH:14]=[CH:15]1. The yield is 0.520.